Dataset: NCI-60 drug combinations with 297,098 pairs across 59 cell lines. Task: Regression. Given two drug SMILES strings and cell line genomic features, predict the synergy score measuring deviation from expected non-interaction effect. (1) Drug 1: CN1CCC(CC1)COC2=C(C=C3C(=C2)N=CN=C3NC4=C(C=C(C=C4)Br)F)OC. Drug 2: CC1=C(C=C(C=C1)NC(=O)C2=CC=C(C=C2)CN3CCN(CC3)C)NC4=NC=CC(=N4)C5=CN=CC=C5. Cell line: BT-549. Synergy scores: CSS=-1.70, Synergy_ZIP=2.96, Synergy_Bliss=7.18, Synergy_Loewe=0.0955, Synergy_HSA=1.86. (2) Drug 1: CC1=C(C=C(C=C1)C(=O)NC2=CC(=CC(=C2)C(F)(F)F)N3C=C(N=C3)C)NC4=NC=CC(=N4)C5=CN=CC=C5. Drug 2: COCCOC1=C(C=C2C(=C1)C(=NC=N2)NC3=CC=CC(=C3)C#C)OCCOC.Cl. Cell line: TK-10. Synergy scores: CSS=22.9, Synergy_ZIP=1.39, Synergy_Bliss=1.46, Synergy_Loewe=-8.53, Synergy_HSA=-2.21. (3) Drug 1: C1CCN(CC1)CCOC2=CC=C(C=C2)C(=O)C3=C(SC4=C3C=CC(=C4)O)C5=CC=C(C=C5)O. Drug 2: CCC1(C2=C(COC1=O)C(=O)N3CC4=CC5=C(C=CC(=C5CN(C)C)O)N=C4C3=C2)O.Cl. Cell line: HCT-15. Synergy scores: CSS=24.8, Synergy_ZIP=1.47, Synergy_Bliss=2.10, Synergy_Loewe=-16.2, Synergy_HSA=0.928. (4) Drug 1: CN1CCC(CC1)COC2=C(C=C3C(=C2)N=CN=C3NC4=C(C=C(C=C4)Br)F)OC. Drug 2: C1=CC=C(C(=C1)C(C2=CC=C(C=C2)Cl)C(Cl)Cl)Cl. Cell line: MALME-3M. Synergy scores: CSS=2.47, Synergy_ZIP=-0.403, Synergy_Bliss=4.76, Synergy_Loewe=0.715, Synergy_HSA=3.69. (5) Drug 1: CC12CCC3C(C1CCC2=O)CC(=C)C4=CC(=O)C=CC34C. Drug 2: CCCS(=O)(=O)NC1=C(C(=C(C=C1)F)C(=O)C2=CNC3=C2C=C(C=N3)C4=CC=C(C=C4)Cl)F. Synergy scores: CSS=44.4, Synergy_ZIP=0.920, Synergy_Bliss=2.25, Synergy_Loewe=0.213, Synergy_HSA=2.14. Cell line: SR. (6) Drug 1: C1=CC(=CC=C1CCCC(=O)O)N(CCCl)CCCl. Drug 2: C1=NC2=C(N1)C(=S)N=CN2. Cell line: UO-31. Synergy scores: CSS=26.9, Synergy_ZIP=-7.71, Synergy_Bliss=1.58, Synergy_Loewe=1.46, Synergy_HSA=1.80. (7) Drug 1: C1=CC(=CC=C1CC(C(=O)O)N)N(CCCl)CCCl.Cl. Drug 2: C1CN(CCN1C(=O)CCBr)C(=O)CCBr. Cell line: SN12C. Synergy scores: CSS=19.4, Synergy_ZIP=-6.37, Synergy_Bliss=4.11, Synergy_Loewe=0.179, Synergy_HSA=3.08.